From a dataset of Catalyst prediction with 721,799 reactions and 888 catalyst types from USPTO. Predict which catalyst facilitates the given reaction. (1) The catalyst class is: 3. Product: [F:1][C:2]1[CH:3]=[C:4]([CH:42]=[CH:43][CH:44]=1)[CH2:5][N:6]1[CH:10]=[C:9]([C:11]2[C:19]3[C:14](=[N:15][CH:16]=[C:17]([C:20]4[CH:25]=[CH:24][C:23]([N:26]5[CH2:31][CH2:30][N:29]([CH2:81][CH2:82][OH:83])[CH2:28][CH2:27]5)=[N:22][CH:21]=4)[CH:18]=3)[N:13]([S:32]([C:35]3[CH:41]=[CH:40][C:38]([CH3:39])=[CH:37][CH:36]=3)(=[O:34])=[O:33])[CH:12]=2)[CH:8]=[N:7]1. Reactant: [F:1][C:2]1[CH:3]=[C:4]([CH:42]=[CH:43][CH:44]=1)[CH2:5][N:6]1[CH:10]=[C:9]([C:11]2[C:19]3[C:14](=[N:15][CH:16]=[C:17]([C:20]4[CH:21]=[N:22][C:23]([N:26]5[CH2:31][CH2:30][NH:29][CH2:28][CH2:27]5)=[CH:24][CH:25]=4)[CH:18]=3)[N:13]([S:32]([C:35]3[CH:41]=[CH:40][C:38]([CH3:39])=[CH:37][CH:36]=3)(=[O:34])=[O:33])[CH:12]=2)[CH:8]=[N:7]1.FC1C=C(C=CC=1)CN1C=C(C2C3C(=NC=C(C4C=NC(N5CCN(C)CC5)=CC=4)C=3)NC=2)C=N1.Br[CH2:81][CH2:82][OH:83].C(=O)([O-])[O-].[K+].[K+]. (2) Reactant: C([O:8][C:9]1[CH:10]=[C:11]2[C:15](=[CH:16][CH:17]=1)[N:14]([CH2:18][CH2:19][C:20]([CH3:23])([OH:22])[CH3:21])[N:13]=[CH:12]2)C1C=CC=CC=1. Product: [OH:22][C:20]([CH3:23])([CH3:21])[CH2:19][CH2:18][N:14]1[C:15]2[C:11](=[CH:10][C:9]([OH:8])=[CH:17][CH:16]=2)[CH:12]=[N:13]1. The catalyst class is: 43. (3) Product: [C:11]1([S:8]([O:7][CH2:6][CH2:5][C:3]2[CH2:4][CH:2]=2)(=[O:10])=[O:9])[CH:12]=[CH:13][CH:14]=[CH:15][CH:16]=1. Reactant: Br[C:2]1(Br)[CH2:4][C:3]1(Br)[CH2:5][CH2:6][O:7][S:8]([C:11]1[CH:16]=[CH:15][CH:14]=[CH:13][CH:12]=1)(=[O:10])=[O:9].C[Li].O. The catalyst class is: 27. (4) Reactant: [CH2:1]=[CH:2][CH2:3][CH2:4][CH2:5][CH2:6][CH:7]=[CH2:8].[CH2:9]([O:11][CH:12]([SiH3:16])[O:13][CH2:14][CH3:15])[CH3:10].C([Si]([CH:26]=[CH2:27])(C)O[Si](C)(C)C)=C. Product: [CH2:9]([O:11][CH:12]([SiH2:16][CH2:1][CH2:2][CH2:3][CH2:4][CH2:5][CH2:6][CH2:7][CH2:8][SiH2:16][CH:12]([O:13][CH2:26][CH3:27])[O:11][CH2:9][CH3:10])[O:13][CH2:14][CH3:15])[CH3:10]. The catalyst class is: 11. (5) Reactant: [Cl:1][C:2]1[CH:3]=[CH:4][C:5]2[C:6]3[C:11]([CH:12]([CH3:25])[N:13]([C:16]([C:18]4[CH:23]=[CH:22][C:21]([OH:24])=[CH:20][CH:19]=4)=[O:17])[C:14]=2[CH:15]=1)=[CH:10][CH:9]=[CH:8][CH:7]=3. Product: [Cl:1][C:2]1[CH:3]=[CH:4][C:5]2[C:6]3[C:11]([C@@H:12]([CH3:25])[N:13]([C:16]([C:18]4[CH:19]=[CH:20][C:21]([OH:24])=[CH:22][CH:23]=4)=[O:17])[C:14]=2[CH:15]=1)=[CH:10][CH:9]=[CH:8][CH:7]=3. The catalyst class is: 22. (6) Reactant: [Br:1][C:2]1[CH:3]=[C:4]([NH2:8])[CH:5]=[N:6][CH:7]=1.N1C=CC=CC=1.Cl[C:16]([O:18][CH2:19][CH3:20])=[O:17].O. Product: [Br:1][C:2]1[CH:3]=[C:4]([NH:8][C:16](=[O:17])[O:18][CH2:19][CH3:20])[CH:5]=[N:6][CH:7]=1. The catalyst class is: 7. (7) Reactant: [C:1]([O:5][C:6](=[O:22])[NH:7][CH2:8][CH2:9][C:10]1[CH:15]=[CH:14][C:13]([O:16][CH2:17][CH2:18][CH2:19][CH:20]=[CH2:21])=[CH:12][CH:11]=1)([CH3:4])([CH3:3])[CH3:2].[CH2:23]([O:30][C:31]1[CH:36]=[CH:35][C:34](Br)=[CH:33][C:32]=1[C@@H:38]([C:48]1[CH:53]=[CH:52][CH:51]=[CH:50][CH:49]=1)[CH2:39][CH2:40][N:41]([CH:45]([CH3:47])[CH3:46])[CH:42]([CH3:44])[CH3:43])[C:24]1[CH:29]=[CH:28][CH:27]=[CH:26][CH:25]=1.C1(C)C=CC=CC=1P(C1C=CC=CC=1C)C1C=CC=CC=1C.C(N(C(C)C)CC)(C)C. Product: [NH3:7].[C:1]([O:5][C:6](=[O:22])[NH:7][CH2:8][CH2:9][C:10]1[CH:15]=[CH:14][C:13]([O:16][CH2:17][CH2:18][CH2:19]/[CH:20]=[CH:21]/[C:34]2[CH:35]=[CH:36][C:31]([O:30][CH2:23][C:24]3[CH:29]=[CH:28][CH:27]=[CH:26][CH:25]=3)=[C:32]([C@@H:38]([C:48]3[CH:53]=[CH:52][CH:51]=[CH:50][CH:49]=3)[CH2:39][CH2:40][N:41]([CH:42]([CH3:44])[CH3:43])[CH:45]([CH3:46])[CH3:47])[CH:33]=2)=[CH:12][CH:11]=1)([CH3:3])([CH3:2])[CH3:4]. The catalyst class is: 524.